Dataset: Full USPTO retrosynthesis dataset with 1.9M reactions from patents (1976-2016). Task: Predict the reactants needed to synthesize the given product. (1) The reactants are: [Cl:1][C:2]1[N:3]=[CH:4][C:5]2[S:10][CH:9]=[C:8]([C:11]([OH:13])=O)[C:6]=2[N:7]=1.[CH3:14][N:15]1[CH:19]=[C:18]([NH2:20])[CH:17]=[N:16]1.CCN(C(C)C)C(C)C.ON1C2N=CC=CC=2N=N1.CN(C(ON1N=NC2C=CC=NC1=2)=[N+](C)C)C.F[P-](F)(F)(F)(F)F. Given the product [CH3:14][N:15]1[CH:19]=[C:18]([NH:20][C:11]([C:8]2[C:6]3[N:7]=[C:2]([Cl:1])[N:3]=[CH:4][C:5]=3[S:10][CH:9]=2)=[O:13])[CH:17]=[N:16]1, predict the reactants needed to synthesize it. (2) Given the product [Br:1][C:2]1[CH:7]=[CH:6][N:5]=[C:4]([CH2:9][O:13][C:10](=[O:12])[CH3:11])[CH:3]=1, predict the reactants needed to synthesize it. The reactants are: [Br:1][C:2]1[CH:7]=[CH:6][N+:5]([O-])=[C:4]([CH3:9])[CH:3]=1.[C:10]([O:13]C(=O)C)(=[O:12])[CH3:11]. (3) The reactants are: [CH3:1][C:2]1[C:7]([C:8]2[CH:9]=[CH:10][C:11]([O:18]C)=[C:12]3[C:17]=2[CH:16]=[N:15][CH:14]=[CH:13]3)=[C:6]([CH3:20])[N:5]=[CH:4][N:3]=1.B(Br)(Br)Br. Given the product [CH3:1][C:2]1[C:7]([C:8]2[C:17]3[CH:16]=[N:15][CH:14]=[CH:13][C:12]=3[C:11]([OH:18])=[CH:10][CH:9]=2)=[C:6]([CH3:20])[N:5]=[CH:4][N:3]=1, predict the reactants needed to synthesize it. (4) Given the product [NH2:8][C:9]1[C:10]([F:11])=[C:2]([F:1])[CH:3]=[CH:4][C:5]=1[C:6]([OH:13])=[O:14], predict the reactants needed to synthesize it. The reactants are: [F:1][C:2]1[C:10]([F:11])=[C:9]2[C:5]([C:6](=[O:13])C(=O)[NH:8]2)=[CH:4][CH:3]=1.[OH-:14].[Na+].OO.Cl. (5) Given the product [O:1]1[C:5]2[CH:6]=[C:7]3[CH:12]=[C:11]([C:13]([OH:15])=[O:14])[O:10][C:8]3=[CH:9][C:4]=2[NH:3][C:2]1=[O:18], predict the reactants needed to synthesize it. The reactants are: [O:1]1[C:5]2[CH:6]=[C:7]3[CH:12]=[C:11]([C:13]([O:15]CC)=[O:14])[O:10][C:8]3=[CH:9][C:4]=2[NH:3][C:2]1=[O:18].[OH-].[K+].